This data is from Reaction yield outcomes from USPTO patents with 853,638 reactions. The task is: Predict the reaction yield, written as a fraction of the theoretical maximum amount of product (1.0 means a 100% yield; for example, 0.34 means a 34% yield). (1) The reactants are [C:1]1([C:21]2[CH:26]=[CH:25][CH:24]=[CH:23][CH:22]=2)[CH:6]=[CH:5][C:4]([CH2:7][N:8]2[C:17]3[CH:16]=[CH:15][CH:14]=[C:13]([CH:18]=O)[C:12]=3[CH2:11][CH2:10][C:9]2=[O:20])=[CH:3][CH:2]=1.[S:27]=[C:28]1[NH:32][C:31](=[O:33])[CH2:30][S:29]1. The catalyst is C1(C)C=CC=CC=1.N1CCCCC1.C(O)(=O)C. The product is [C:1]1([C:21]2[CH:22]=[CH:23][CH:24]=[CH:25][CH:26]=2)[CH:6]=[CH:5][C:4]([CH2:7][N:8]2[C:17]3[C:12](=[C:13]([CH:18]=[C:30]4[S:29][C:28](=[S:27])[NH:32][C:31]4=[O:33])[CH:14]=[CH:15][CH:16]=3)[CH2:11][CH2:10][C:9]2=[O:20])=[CH:3][CH:2]=1. The yield is 0.910. (2) The reactants are [Br:1][C:2]1[C:29]([F:30])=[CH:28][C:5]([CH2:6][N:7]([CH2:18][CH2:19][NH:20]C(OC(C)(C)C)=O)[C:8](=[O:17])[O:9][CH2:10][C:11]2[CH:16]=[CH:15][CH:14]=[CH:13][CH:12]=2)=[C:4]([F:31])[CH:3]=1.FC(F)(F)C(O)=O. The catalyst is C(Cl)Cl. The product is [NH2:20][CH2:19][CH2:18][N:7]([CH2:6][C:5]1[CH:28]=[C:29]([F:30])[C:2]([Br:1])=[CH:3][C:4]=1[F:31])[C:8](=[O:17])[O:9][CH2:10][C:11]1[CH:16]=[CH:15][CH:14]=[CH:13][CH:12]=1. The yield is 0.960. (3) The reactants are [C:1]([C:5]1[CH:23]=[C:22]([F:24])[CH:21]=[CH:20][C:6]=1[O:7][CH:8]1[CH2:11][N:10]([C:12](=[O:19])[CH2:13][CH2:14][C:15]([O:17]C)=[O:16])[CH2:9]1)([CH3:4])([CH3:3])[CH3:2].[OH-].[Li+].Cl. The catalyst is CO. The product is [C:1]([C:5]1[CH:23]=[C:22]([F:24])[CH:21]=[CH:20][C:6]=1[O:7][CH:8]1[CH2:11][N:10]([C:12](=[O:19])[CH2:13][CH2:14][C:15]([OH:17])=[O:16])[CH2:9]1)([CH3:4])([CH3:2])[CH3:3]. The yield is 0.920. (4) The reactants are [OH:1][C:2]1[C:7]2[C@@:8]3([OH:45])[C@@:21]([O:25][CH3:26])([C@H:22]([OH:24])[CH2:23][C:6]=2[CH:5]=[C:4]([CH3:46])[C:3]=1[C:47]([O:49][CH3:50])=[O:48])[C:20](=[O:27])[C:19]1[C:10](=[CH:11][C:12]2[C:13](=[O:43])[C:14]([NH:30][C@@H:31]4[C@H:36]([O:37][CH3:38])[C@H:35]([OH:39])[C@@H:34]([O:40][CH3:41])[C@H:33]([CH3:42])[O:32]4)=[CH:15][C:16](=O)[C:17]=2[C:18]=1[OH:28])[C:9]3=[O:44].[NH4+:51].[OH-]. The catalyst is CO. The product is [OH:1][C:2]1[C:7]2[C@@:8]3([OH:45])[C@@:21]([O:25][CH3:26])([C@H:22]([OH:24])[CH2:23][C:6]=2[CH:5]=[C:4]([CH3:46])[C:3]=1[C:47]([O:49][CH3:50])=[O:48])[C:20](=[O:27])[C:19]1[C:10](=[CH:11][C:12]2[C:13](=[O:43])[C:14]([NH:30][C@@H:31]4[C@H:36]([O:37][CH3:38])[C@H:35]([OH:39])[C@@H:34]([O:40][CH3:41])[C@H:33]([CH3:42])[O:32]4)=[CH:15][C:16](=[NH:51])[C:17]=2[C:18]=1[OH:28])[C:9]3=[O:44]. The yield is 0.520.